Dataset: Reaction yield outcomes from USPTO patents with 853,638 reactions. Task: Predict the reaction yield, written as a fraction of the theoretical maximum amount of product (1.0 means a 100% yield; for example, 0.34 means a 34% yield). The yield is 0.400. The reactants are II.[Mg].Br[C:5]1[CH:10]=[CH:9]C=[CH:7][CH:6]=1.[CH2:11]([N:18]1[CH2:23][CH2:22][C:21]([N:26]2[CH2:30][CH2:29][CH2:28][CH2:27]2)([C:24]#N)[CH2:20][CH2:19]1)[C:12]1[CH:17]=[CH:16][CH:15]=[CH:14][CH:13]=1.[NH4+].[Cl-]. The product is [CH2:11]([N:18]1[CH2:23][CH2:22][C:21]([C:24]2[CH:9]=[CH:10][CH:5]=[CH:6][CH:7]=2)([N:26]2[CH2:27][CH2:28][CH2:29][CH2:30]2)[CH2:20][CH2:19]1)[C:12]1[CH:13]=[CH:14][CH:15]=[CH:16][CH:17]=1. The catalyst is C1COCC1.CO.C(Cl)(Cl)Cl.